Dataset: Full USPTO retrosynthesis dataset with 1.9M reactions from patents (1976-2016). Task: Predict the reactants needed to synthesize the given product. Given the product [N:19]1[N:15]2[CH:16]=[CH:17][N:18]=[C:13]([N:10]3[CH2:11][CH2:12][C@H:8]([NH2:7])[CH2:9]3)[C:14]2=[CH:21][CH:20]=1, predict the reactants needed to synthesize it. The reactants are: C(OC(=O)[NH:7][C@H:8]1[CH2:12][CH2:11][N:10]([C:13]2[C:14]3[N:15]([N:19]=[CH:20][CH:21]=3)[CH:16]=[CH:17][N:18]=2)[CH2:9]1)(C)(C)C.Cl.